From a dataset of Peptide-MHC class I binding affinity with 185,985 pairs from IEDB/IMGT. Regression. Given a peptide amino acid sequence and an MHC pseudo amino acid sequence, predict their binding affinity value. This is MHC class I binding data. (1) The peptide sequence is GEDAKLIAV. The MHC is HLA-B40:01 with pseudo-sequence HLA-B40:01. The binding affinity (normalized) is 0.872. (2) The MHC is HLA-B40:01 with pseudo-sequence HLA-B40:01. The binding affinity (normalized) is 0.744. The peptide sequence is QEGAMHSAL. (3) The peptide sequence is SALRTGWHM. The MHC is H-2-Db with pseudo-sequence H-2-Db. The binding affinity (normalized) is 0.192. (4) The peptide sequence is LGLSRPLLRL. The MHC is H-2-Dd with pseudo-sequence H-2-Dd. The binding affinity (normalized) is 0.0278. (5) The peptide sequence is CPMCCSKIL. The MHC is HLA-B51:01 with pseudo-sequence HLA-B51:01. The binding affinity (normalized) is 0.519. (6) The peptide sequence is ALKISQLQK. The MHC is HLA-A33:01 with pseudo-sequence HLA-A33:01. The binding affinity (normalized) is 0.149. (7) The peptide sequence is RKRLRLIHL. The MHC is HLA-B27:05 with pseudo-sequence HLA-B27:05. The binding affinity (normalized) is 0.445.